From a dataset of NCI-60 drug combinations with 297,098 pairs across 59 cell lines. Regression. Given two drug SMILES strings and cell line genomic features, predict the synergy score measuring deviation from expected non-interaction effect. Drug 1: C1CCC(C1)C(CC#N)N2C=C(C=N2)C3=C4C=CNC4=NC=N3. Drug 2: CN1CCC(CC1)COC2=C(C=C3C(=C2)N=CN=C3NC4=C(C=C(C=C4)Br)F)OC. Cell line: IGROV1. Synergy scores: CSS=46.4, Synergy_ZIP=1.46, Synergy_Bliss=3.30, Synergy_Loewe=-23.0, Synergy_HSA=5.46.